From a dataset of NCI-60 drug combinations with 297,098 pairs across 59 cell lines. Regression. Given two drug SMILES strings and cell line genomic features, predict the synergy score measuring deviation from expected non-interaction effect. (1) Drug 1: C1CC(=O)NC(=O)C1N2CC3=C(C2=O)C=CC=C3N. Drug 2: CNC(=O)C1=NC=CC(=C1)OC2=CC=C(C=C2)NC(=O)NC3=CC(=C(C=C3)Cl)C(F)(F)F. Cell line: SW-620. Synergy scores: CSS=6.23, Synergy_ZIP=-2.25, Synergy_Bliss=-5.73, Synergy_Loewe=-14.1, Synergy_HSA=-8.70. (2) Drug 1: C(CC(=O)O)C(=O)CN.Cl. Drug 2: CC(C)CN1C=NC2=C1C3=CC=CC=C3N=C2N. Cell line: OVCAR-8. Synergy scores: CSS=-2.29, Synergy_ZIP=0.708, Synergy_Bliss=-2.17, Synergy_Loewe=-6.66, Synergy_HSA=-4.65. (3) Drug 1: CCN(CC)CCCC(C)NC1=C2C=C(C=CC2=NC3=C1C=CC(=C3)Cl)OC. Drug 2: CC1CCCC2(C(O2)CC(NC(=O)CC(C(C(=O)C(C1O)C)(C)C)O)C(=CC3=CSC(=N3)C)C)C. Cell line: NCI-H460. Synergy scores: CSS=62.4, Synergy_ZIP=0.376, Synergy_Bliss=1.81, Synergy_Loewe=-5.84, Synergy_HSA=2.90. (4) Drug 2: C(CN)CNCCSP(=O)(O)O. Synergy scores: CSS=3.08, Synergy_ZIP=-3.08, Synergy_Bliss=-4.66, Synergy_Loewe=-3.62, Synergy_HSA=-2.16. Drug 1: CCCCCOC(=O)NC1=NC(=O)N(C=C1F)C2C(C(C(O2)C)O)O. Cell line: NCI/ADR-RES.